Dataset: NCI-60 drug combinations with 297,098 pairs across 59 cell lines. Task: Regression. Given two drug SMILES strings and cell line genomic features, predict the synergy score measuring deviation from expected non-interaction effect. Drug 1: COC1=C2C(=CC3=C1OC=C3)C=CC(=O)O2. Drug 2: CC(C)CN1C=NC2=C1C3=CC=CC=C3N=C2N. Cell line: KM12. Synergy scores: CSS=-27.2, Synergy_ZIP=19.7, Synergy_Bliss=3.42, Synergy_Loewe=-29.1, Synergy_HSA=-29.6.